From a dataset of Aqueous solubility values for 9,982 compounds from the AqSolDB database. Regression/Classification. Given a drug SMILES string, predict its absorption, distribution, metabolism, or excretion properties. Task type varies by dataset: regression for continuous measurements (e.g., permeability, clearance, half-life) or binary classification for categorical outcomes (e.g., BBB penetration, CYP inhibition). For this dataset (solubility_aqsoldb), we predict Y. (1) The drug is CN(C)CCC=C1c2ccccc2CCc2ccccc21. The Y is -4.55 log mol/L. (2) The molecule is CCC(=O)OC(C)C(=O)OC. The Y is -0.862 log mol/L. (3) The compound is Cc1cccc(C(=O)O)c1O. The Y is -2.04 log mol/L.